This data is from Catalyst prediction with 721,799 reactions and 888 catalyst types from USPTO. The task is: Predict which catalyst facilitates the given reaction. (1) Reactant: [CH3:1][S:2]([NH:5][C:6]1[CH:14]=[CH:13][CH:12]=[C:11]2[C:7]=1[C:8](=[O:24])[N:9]([CH2:16][C:17]([O:19][C:20]([CH3:23])([CH3:22])[CH3:21])=[O:18])[C:10]2=[O:15])(=[O:4])=[O:3].Cl.Cl[CH2:27][CH2:28][N:29]1[CH2:34][CH2:33][O:32][CH2:31][CH2:30]1.C([O-])([O-])=O.[K+].[K+]. Product: [O:32]1[CH2:33][CH2:34][N:29]([CH2:28][CH2:27][N:5]([C:6]2[CH:14]=[CH:13][CH:12]=[C:11]3[C:7]=2[C:8](=[O:24])[N:9]([CH2:16][C:17]([O:19][C:20]([CH3:21])([CH3:23])[CH3:22])=[O:18])[C:10]3=[O:15])[S:2]([CH3:1])(=[O:3])=[O:4])[CH2:30][CH2:31]1. The catalyst class is: 10. (2) Reactant: Cl.[OH:2][CH:3]1[O:11][C@@H:10]([CH2:12][OH:13])[C@H:8]([OH:9])[C@@H:6]([OH:7])[C@@H:4]1[NH2:5].C1C(=O)N([O:21][C:22]([O:24][CH2:25][C:26]2[CH:31]=[CH:30][CH:29]=[CH:28][CH:27]=2)=O)C(=O)C1.C(N(CC)CC)C. Product: [CH2:25]([O:24][C:22]([NH:5][C@H:4]1[C@H:6]([OH:7])[C@@H:8]([OH:9])[C@H:10]([CH2:12][OH:13])[O:11][CH:3]1[OH:2])=[O:21])[C:26]1[CH:31]=[CH:30][CH:29]=[CH:28][CH:27]=1. The catalyst class is: 283.